From a dataset of NCI-60 drug combinations with 297,098 pairs across 59 cell lines. Regression. Given two drug SMILES strings and cell line genomic features, predict the synergy score measuring deviation from expected non-interaction effect. (1) Drug 1: CCC1=C2CN3C(=CC4=C(C3=O)COC(=O)C4(CC)O)C2=NC5=C1C=C(C=C5)O. Drug 2: CCCCC(=O)OCC(=O)C1(CC(C2=C(C1)C(=C3C(=C2O)C(=O)C4=C(C3=O)C=CC=C4OC)O)OC5CC(C(C(O5)C)O)NC(=O)C(F)(F)F)O. Cell line: HS 578T. Synergy scores: CSS=34.9, Synergy_ZIP=-4.01, Synergy_Bliss=-1.12, Synergy_Loewe=0.214, Synergy_HSA=2.41. (2) Drug 1: CC1=C(N=C(N=C1N)C(CC(=O)N)NCC(C(=O)N)N)C(=O)NC(C(C2=CN=CN2)OC3C(C(C(C(O3)CO)O)O)OC4C(C(C(C(O4)CO)O)OC(=O)N)O)C(=O)NC(C)C(C(C)C(=O)NC(C(C)O)C(=O)NCCC5=NC(=CS5)C6=NC(=CS6)C(=O)NCCC[S+](C)C)O. Drug 2: C1CN(P(=O)(OC1)NCCCl)CCCl. Cell line: T-47D. Synergy scores: CSS=3.49, Synergy_ZIP=-1.47, Synergy_Bliss=0.671, Synergy_Loewe=-2.32, Synergy_HSA=0.915. (3) Drug 2: COCCOC1=C(C=C2C(=C1)C(=NC=N2)NC3=CC=CC(=C3)C#C)OCCOC. Cell line: NCI-H460. Synergy scores: CSS=52.9, Synergy_ZIP=-0.713, Synergy_Bliss=2.71, Synergy_Loewe=3.02, Synergy_HSA=6.02. Drug 1: CN1C(=O)N2C=NC(=C2N=N1)C(=O)N. (4) Drug 1: CC1=C(C(=O)C2=C(C1=O)N3CC4C(C3(C2COC(=O)N)OC)N4)N. Drug 2: C(CN)CNCCSP(=O)(O)O. Cell line: SR. Synergy scores: CSS=59.2, Synergy_ZIP=0.207, Synergy_Bliss=-0.352, Synergy_Loewe=-25.6, Synergy_HSA=0.750. (5) Drug 1: C1=NC2=C(N=C(N=C2N1C3C(C(C(O3)CO)O)O)F)N. Drug 2: CCN(CC)CCNC(=O)C1=C(NC(=C1C)C=C2C3=C(C=CC(=C3)F)NC2=O)C. Cell line: HOP-62. Synergy scores: CSS=-2.41, Synergy_ZIP=-1.08, Synergy_Bliss=-0.0193, Synergy_Loewe=-5.04, Synergy_HSA=-4.19. (6) Drug 1: C1CCC(C1)C(CC#N)N2C=C(C=N2)C3=C4C=CNC4=NC=N3. Drug 2: C(CN)CNCCSP(=O)(O)O. Cell line: RPMI-8226. Synergy scores: CSS=41.3, Synergy_ZIP=32.1, Synergy_Bliss=33.9, Synergy_Loewe=28.7, Synergy_HSA=29.0. (7) Drug 1: CC1OCC2C(O1)C(C(C(O2)OC3C4COC(=O)C4C(C5=CC6=C(C=C35)OCO6)C7=CC(=C(C(=C7)OC)O)OC)O)O. Drug 2: C1=NC2=C(N1)C(=S)N=C(N2)N. Cell line: SW-620. Synergy scores: CSS=40.3, Synergy_ZIP=-4.98, Synergy_Bliss=-2.76, Synergy_Loewe=-8.57, Synergy_HSA=-0.263.